From a dataset of Full USPTO retrosynthesis dataset with 1.9M reactions from patents (1976-2016). Predict the reactants needed to synthesize the given product. (1) Given the product [F:34][C:30]1[N:29]=[C:28]([CH2:27][O:26][C:18]2[CH:17]=[C:16]([C:14]3[N:15]=[C:10]([CH2:9][OH:8])[CH:11]=[N:12][CH:13]=3)[C:25]3[CH2:24][CH2:23][CH2:22][CH2:21][C:20]=3[N:19]=2)[CH:33]=[CH:32][CH:31]=1, predict the reactants needed to synthesize it. The reactants are: [Si]([O:8][CH2:9][C:10]1[N:15]=[C:14]([C:16]2[C:25]3[CH2:24][CH2:23][CH2:22][CH2:21][C:20]=3[N:19]=[C:18]([O:26][CH2:27][C:28]3[CH:33]=[CH:32][CH:31]=[C:30]([F:34])[N:29]=3)[CH:17]=2)[CH:13]=[N:12][CH:11]=1)(C(C)(C)C)(C)C.CCCC[N+](CCCC)(CCCC)CCCC.[F-].C1COCC1. (2) The reactants are: [F:1][C:2]1[S:6][C:5]2[CH:7]=[CH:8][CH:9]=[CH:10][C:4]=2[C:3]=1[CH:11]1[NH:16][CH:15]=[N:14][CH:13]=[CH:12]1.C([O-])([O-])=O.[Na+].[Na+].[CH3:23][C:24]([O:27][C:28](O[C:28]([O:27][C:24]([CH3:26])([CH3:25])[CH3:23])=[O:29])=[O:29])([CH3:26])[CH3:25]. Given the product [F:1][C:2]1[S:6][C:5]2[CH:7]=[CH:8][CH:9]=[CH:10][C:4]=2[C:3]=1[CH:11]1[N:16]([C:28]([O:27][C:24]([CH3:26])([CH3:25])[CH3:23])=[O:29])[CH:15]=[N:14][CH:13]=[CH:12]1, predict the reactants needed to synthesize it. (3) Given the product [I-:1].[F:9][C:7]1[CH:6]=[CH:5][C:4]2[N:10]3[C:14]([CH3:15])=[CH:13][S:12][C:11]3=[NH+:2][C:3]=2[CH:8]=1, predict the reactants needed to synthesize it. The reactants are: [I-:1].[NH2:2][C:3]1[CH:8]=[C:7]([F:9])[CH:6]=[CH:5][C:4]=1[N+:10]1[C:14]([CH3:15])=[CH:13][S:12][C:11]=1SC.